From a dataset of Full USPTO retrosynthesis dataset with 1.9M reactions from patents (1976-2016). Predict the reactants needed to synthesize the given product. (1) Given the product [CH3:1][O:2][C:3](=[O:5])[CH2:4][C@H:26]1[CH2:27][C@@H:28]([CH2:29][S:17][C:16]2[N:12]([CH3:11])[N:13]=[N:14][N:15]=2)[O:19][C:20]([CH3:22])([CH3:21])[O:30]1, predict the reactants needed to synthesize it. The reactants are: [CH3:1][O:2][C:3](=[O:5])[CH3:4].C([O-])(O)=O.[Na+].[CH3:11][N:12]1[C:16]([SH:17])=[N:15][N:14]=[N:13]1.C[O:19][C:20](C)([CH3:22])[CH3:21].CN1[CH2:29][CH2:28][CH2:27][C:26]1=[O:30]. (2) The reactants are: [Si:1]([C:8]#[C:9][CH2:10][O:11][CH2:12][CH:13]1[CH2:18][CH2:17][C:16]([N:21]([CH3:23])[CH3:22])([C:19]#N)[CH2:15][CH2:14]1)([C:4]([CH3:7])([CH3:6])[CH3:5])([CH3:3])[CH3:2].[C:24]1([Mg]Cl)[CH:29]=[CH:28]C=[CH:26][CH:25]=1.[Cl-].[NH4+].O. Given the product [C:19]1([C:16]2([N:21]([CH3:23])[CH3:22])[CH2:17][CH2:18][CH:13]([CH2:12][O:11][CH2:10][C:9]#[C:8][Si:1]([C:4]([CH3:7])([CH3:6])[CH3:5])([CH3:3])[CH3:2])[CH2:14][CH2:15]2)[CH:28]=[CH:29][CH:24]=[CH:25][CH:26]=1, predict the reactants needed to synthesize it. (3) Given the product [OH:7][CH:5]1[CH2:6][O:2][N:3]([C:40]([O:39][C:36]([CH3:38])([CH3:37])[CH3:35])=[O:41])[CH2:4]1, predict the reactants needed to synthesize it. The reactants are: Cl.[O:2]1[CH2:6][CH:5]([OH:7])[CH2:4][NH:3]1.CC1OC(C=CC2C=C3CCCN4CCCC(=C34)C=2)=CC(=C(C#N)C#N)C=1.[CH3:35][C:36]([O:39][C:40](O[C:40]([O:39][C:36]([CH3:38])([CH3:37])[CH3:35])=[O:41])=[O:41])([CH3:38])[CH3:37].